From a dataset of Full USPTO retrosynthesis dataset with 1.9M reactions from patents (1976-2016). Predict the reactants needed to synthesize the given product. Given the product [CH2:3]([NH:10][C:11]1[S:15][C:14]2=[N:16][CH:17]=[C:18]([C:25]3[CH:24]=[CH:23][C:22]([O:21][CH3:20])=[C:27]([O:28][CH3:29])[CH:26]=3)[N:13]2[N:12]=1)[C:4]1[CH:9]=[CH:8][CH:7]=[CH:6][CH:5]=1, predict the reactants needed to synthesize it. The reactants are: [OH-].[Na+].[CH2:3]([NH:10][C:11]1[S:15][C:14]2=[N:16][CH:17]=[C:18](I)[N:13]2[N:12]=1)[C:4]1[CH:9]=[CH:8][CH:7]=[CH:6][CH:5]=1.[CH3:20][O:21][C:22]1[CH:23]=[C:24](B(O)O)[CH:25]=[CH:26][C:27]=1[O:28][CH3:29].